Dataset: Catalyst prediction with 721,799 reactions and 888 catalyst types from USPTO. Task: Predict which catalyst facilitates the given reaction. (1) Reactant: Br[C:2]1[CH:3]=[C:4]2[C:8](=[C:9]([C:11]([F:14])([F:13])[F:12])[CH:10]=1)[C:7](=[O:15])[N:6]([CH2:16][C:17]1[CH:22]=[CH:21][C:20]([O:23][C:24]([F:27])([F:26])[F:25])=[CH:19][CH:18]=1)[CH2:5]2.[CH3:28][N:29]([CH3:33])[CH2:30][CH2:31][OH:32].C([O-])([O-])=O.[Cs+].[Cs+].C(Cl)(Cl)Cl.CO. Product: [CH3:28][N:29]([CH3:33])[CH2:30][CH2:31][O:32][C:2]1[CH:3]=[C:4]2[C:8](=[C:9]([C:11]([F:14])([F:13])[F:12])[CH:10]=1)[C:7](=[O:15])[N:6]([CH2:16][C:17]1[CH:22]=[CH:21][C:20]([O:23][C:24]([F:27])([F:26])[F:25])=[CH:19][CH:18]=1)[CH2:5]2. The catalyst class is: 222. (2) Reactant: [C:1]([SH:9])(=[S:8])[C:2]1[CH:7]=[CH:6][CH:5]=[CH:4][CH:3]=1.[CH3:10][C:11]([C:13]1[CH:18]=[CH:17][CH:16]=[CH:15][CH:14]=1)=[CH2:12]. Product: [C:1]([S:9][C:11]([C:13]1[CH:18]=[CH:17][CH:16]=[CH:15][CH:14]=1)([CH3:12])[CH3:10])(=[S:8])[C:2]1[CH:7]=[CH:6][CH:5]=[CH:4][CH:3]=1. The catalyst class is: 53. (3) Reactant: [CH2:1]([O:3][C:4]1[C:8]([CH2:9][CH2:10][CH2:11][OH:12])=[CH:7][N:6]([C:13]2[CH:18]=[CH:17][CH:16]=[CH:15][N:14]=2)[N:5]=1)[CH3:2].O[C:20]1[CH:21]=[C:22]([CH:32]=[CH:33][CH:34]=1)[O:23][C:24]([CH3:31])([CH3:30])[C:25]([O:27]CC)=[O:26].C(P(CCCC)CCCC)CCC.N(C(N1CCCCC1)=O)=NC(N1CCCCC1)=O. Product: [CH2:1]([O:3][C:4]1[C:8]([CH2:9][CH2:10][CH2:11][O:12][C:20]2[CH:21]=[C:22]([CH:32]=[CH:33][CH:34]=2)[O:23][C:24]([CH3:31])([CH3:30])[C:25]([OH:27])=[O:26])=[CH:7][N:6]([C:13]2[CH:18]=[CH:17][CH:16]=[CH:15][N:14]=2)[N:5]=1)[CH3:2]. The catalyst class is: 7. (4) Reactant: [Cl:1][C:2]1[CH:3]=[CH:4][C:5]([OH:23])=[C:6]([C:8]2[CH:13]=[CH:12][N:11]=[C:10]([C:14]([NH:16][CH2:17][CH2:18][C:19]([O:21][CH3:22])=[O:20])=[O:15])[CH:9]=2)[CH:7]=1.C([O-])([O-])=O.[K+].[K+].[Cl:30][C:31]1[C:32](F)=[CH:33][C:34]([F:57])=[C:35]([S:37]([N:40]([CH2:46][C:47]2[CH:52]=[CH:51][C:50]([O:53][CH3:54])=[CH:49][C:48]=2[O:55][CH3:56])[C:41]2[S:45][N:44]=[CH:43][N:42]=2)(=[O:39])=[O:38])[CH:36]=1.O. Product: [CH3:22][O:21][C:19](=[O:20])[CH2:18][CH2:17][NH:16][C:14](=[O:15])[C:10]1[CH:9]=[C:8]([C:6]2[CH:7]=[C:2]([Cl:1])[CH:3]=[CH:4][C:5]=2[O:23][C:32]2[CH:33]=[C:34]([F:57])[C:35]([S:37](=[O:38])(=[O:39])[N:40]([CH2:46][C:47]3[CH:52]=[CH:51][C:50]([O:53][CH3:54])=[CH:49][C:48]=3[O:55][CH3:56])[C:41]3[S:45][N:44]=[CH:43][N:42]=3)=[CH:36][C:31]=2[Cl:30])[CH:13]=[CH:12][N:11]=1. The catalyst class is: 3. (5) Reactant: [N+]([O-])([O-])=O.[Ce+4].[NH4+].[N+]([O-])([O-])=O.[N+]([O-])([O-])=O.[N+]([O-])([O-])=O.[N+]([O-])([O-])=O.[Cl:23][C:24]1[CH:29]=[CH:28][C:27]([Cl:30])=[CH:26][C:25]=1[CH:31]1[CH2:36][C:35](=[O:37])[N:34]([CH2:38][C:39]([O:41][C:42]([CH3:45])([CH3:44])[CH3:43])=[O:40])[C:33]2[CH2:46][CH2:47][C:48](=[O:49])[C:32]1=2. Product: [Cl:23][C:24]1[CH:29]=[CH:28][C:27]([Cl:30])=[CH:26][C:25]=1[C:31]1[C:32]2[C:48](=[O:49])[CH2:47][CH2:46][C:33]=2[N:34]([CH2:38][C:39]([O:41][C:42]([CH3:44])([CH3:45])[CH3:43])=[O:40])[C:35](=[O:37])[CH:36]=1. The catalyst class is: 127.